This data is from NCI-60 drug combinations with 297,098 pairs across 59 cell lines. The task is: Regression. Given two drug SMILES strings and cell line genomic features, predict the synergy score measuring deviation from expected non-interaction effect. (1) Drug 1: C1=CC(=CC=C1CCCC(=O)O)N(CCCl)CCCl. Drug 2: C(CC(=O)O)C(=O)CN.Cl. Cell line: UO-31. Synergy scores: CSS=21.9, Synergy_ZIP=-1.17, Synergy_Bliss=6.94, Synergy_Loewe=4.06, Synergy_HSA=7.11. (2) Drug 1: CC1OCC2C(O1)C(C(C(O2)OC3C4COC(=O)C4C(C5=CC6=C(C=C35)OCO6)C7=CC(=C(C(=C7)OC)O)OC)O)O. Drug 2: C1C(C(OC1N2C=C(C(=O)NC2=O)F)CO)O. Cell line: NCI-H522. Synergy scores: CSS=37.4, Synergy_ZIP=-11.0, Synergy_Bliss=-10.5, Synergy_Loewe=-8.17, Synergy_HSA=-5.84. (3) Drug 1: CC1CCC2CC(C(=CC=CC=CC(CC(C(=O)C(C(C(=CC(C(=O)CC(OC(=O)C3CCCCN3C(=O)C(=O)C1(O2)O)C(C)CC4CCC(C(C4)OC)OCCO)C)C)O)OC)C)C)C)OC. Drug 2: CCC1(C2=C(COC1=O)C(=O)N3CC4=CC5=C(C=CC(=C5CN(C)C)O)N=C4C3=C2)O.Cl. Cell line: T-47D. Synergy scores: CSS=17.0, Synergy_ZIP=5.62, Synergy_Bliss=5.93, Synergy_Loewe=-9.62, Synergy_HSA=4.42. (4) Drug 1: CN(CCCl)CCCl.Cl. Drug 2: COC1=C2C(=CC3=C1OC=C3)C=CC(=O)O2. Cell line: CCRF-CEM. Synergy scores: CSS=28.5, Synergy_ZIP=1.13, Synergy_Bliss=1.55, Synergy_Loewe=-35.2, Synergy_HSA=0.580. (5) Drug 1: CN1C(=O)N2C=NC(=C2N=N1)C(=O)N. Drug 2: CC=C1C(=O)NC(C(=O)OC2CC(=O)NC(C(=O)NC(CSSCCC=C2)C(=O)N1)C(C)C)C(C)C. Cell line: HCT-15. Synergy scores: CSS=-2.87, Synergy_ZIP=1.53, Synergy_Bliss=0.430, Synergy_Loewe=-2.07, Synergy_HSA=-2.42. (6) Drug 1: CS(=O)(=O)CCNCC1=CC=C(O1)C2=CC3=C(C=C2)N=CN=C3NC4=CC(=C(C=C4)OCC5=CC(=CC=C5)F)Cl. Drug 2: C1CCC(C(C1)N)N.C(=O)(C(=O)[O-])[O-].[Pt+4]. Cell line: UACC-257. Synergy scores: CSS=2.06, Synergy_ZIP=-0.879, Synergy_Bliss=0.498, Synergy_Loewe=-4.16, Synergy_HSA=-1.67. (7) Drug 1: C1=C(C(=O)NC(=O)N1)F. Drug 2: C1=CN(C=N1)CC(O)(P(=O)(O)O)P(=O)(O)O. Cell line: MALME-3M. Synergy scores: CSS=36.4, Synergy_ZIP=5.14, Synergy_Bliss=4.96, Synergy_Loewe=4.40, Synergy_HSA=6.24. (8) Cell line: U251. Drug 2: C1=NC2=C(N1)C(=S)N=CN2. Drug 1: CS(=O)(=O)C1=CC(=C(C=C1)C(=O)NC2=CC(=C(C=C2)Cl)C3=CC=CC=N3)Cl. Synergy scores: CSS=11.2, Synergy_ZIP=-12.5, Synergy_Bliss=-13.2, Synergy_Loewe=-37.5, Synergy_HSA=-11.9. (9) Drug 1: C1=CC(=CC=C1CCCC(=O)O)N(CCCl)CCCl. Drug 2: CC1=C(N=C(N=C1N)C(CC(=O)N)NCC(C(=O)N)N)C(=O)NC(C(C2=CN=CN2)OC3C(C(C(C(O3)CO)O)O)OC4C(C(C(C(O4)CO)O)OC(=O)N)O)C(=O)NC(C)C(C(C)C(=O)NC(C(C)O)C(=O)NCCC5=NC(=CS5)C6=NC(=CS6)C(=O)NCCC[S+](C)C)O. Cell line: MDA-MB-435. Synergy scores: CSS=3.77, Synergy_ZIP=1.52, Synergy_Bliss=4.61, Synergy_Loewe=-0.382, Synergy_HSA=-0.383.